This data is from Catalyst prediction with 721,799 reactions and 888 catalyst types from USPTO. The task is: Predict which catalyst facilitates the given reaction. (1) Reactant: C(Cl)(=O)C(Cl)=O.[F:7][C:8]([C:18]1[CH:23]=[CH:22][C:21]([C:24]2[CH:32]=[CH:31][C:27]([C:28](O)=[O:29])=[CH:26][CH:25]=2)=[CH:20][CH:19]=1)([CH3:17])[CH2:9][NH:10][S:11]([CH:14]([CH3:16])[CH3:15])(=[O:13])=[O:12].C1COCC1.[CH3:38][NH:39][CH3:40]. Product: [F:7][C:8]([C:18]1[CH:23]=[CH:22][C:21]([C:24]2[CH:32]=[CH:31][C:27]([C:28]([N:39]([CH3:40])[CH3:38])=[O:29])=[CH:26][CH:25]=2)=[CH:20][CH:19]=1)([CH3:17])[CH2:9][NH:10][S:11]([CH:14]([CH3:16])[CH3:15])(=[O:13])=[O:12]. The catalyst class is: 606. (2) Reactant: [CH2:1]([N:8]([CH:32]([CH3:34])[CH3:33])[CH2:9][CH:10]([C:12]1[C:16]([CH3:17])=[C:15]([C:18]2[CH:23]=[CH:22][C:21]([Cl:24])=[CH:20][CH:19]=2)[N:14]([C:25]2[CH:30]=[CH:29][CH:28]=[CH:27][C:26]=2[Cl:31])[N:13]=1)[OH:11])[C:2]1[CH:7]=[CH:6][CH:5]=[CH:4][CH:3]=1.[H-].[Na+].[CH3:37]I. Product: [CH2:1]([N:8]([CH2:9][CH:10]([C:12]1[C:16]([CH3:17])=[C:15]([C:18]2[CH:23]=[CH:22][C:21]([Cl:24])=[CH:20][CH:19]=2)[N:14]([C:25]2[CH:30]=[CH:29][CH:28]=[CH:27][C:26]=2[Cl:31])[N:13]=1)[O:11][CH3:37])[CH:32]([CH3:34])[CH3:33])[C:2]1[CH:7]=[CH:6][CH:5]=[CH:4][CH:3]=1. The catalyst class is: 3. (3) Reactant: [NH2:1][C:2]1[CH:6]=[C:5]([Cl:7])[N:4]([C:8]2[CH:13]=[CH:12][C:11]([C:14]3[CH:19]=[CH:18][CH:17]=[C:16]([O:20][CH3:21])[C:15]=3[OH:22])=[CH:10][CH:9]=2)[C:3]=1[C:23]([O:25][CH2:26][CH3:27])=[O:24].[O:28]=[C:29]=[N:30][CH2:31][CH2:32][C:33]([O:35][CH2:36][CH3:37])=[O:34]. Product: [Cl:7][C:5]1[N:4]([C:8]2[CH:13]=[CH:12][C:11]([C:14]3[CH:19]=[CH:18][CH:17]=[C:16]([O:20][CH3:21])[C:15]=3[OH:22])=[CH:10][CH:9]=2)[C:3]([C:23]([O:25][CH2:26][CH3:27])=[O:24])=[C:2]([NH:1][C:29]([NH:30][CH2:31][CH2:32][C:33]([O:35][CH2:36][CH3:37])=[O:34])=[O:28])[CH:6]=1. The catalyst class is: 11. (4) Reactant: Cl.[NH:2]1[C:7]2([CH2:12][CH2:11][C:10](=[O:13])[CH2:9][CH2:8]2)[C:6](=[O:14])[NH:5][CH2:4][CH2:3]1.C[O-].[Na+].C(=O)([O-])[O-].[Na+].[Na+]. Product: [NH:2]1[C:7]2([CH2:8][CH2:9][C:10](=[O:13])[CH2:11][CH2:12]2)[C:6](=[O:14])[NH:5][CH2:4][CH2:3]1. The catalyst class is: 382.